From a dataset of Full USPTO retrosynthesis dataset with 1.9M reactions from patents (1976-2016). Predict the reactants needed to synthesize the given product. (1) Given the product [NH:8]1[CH2:11][CH2:10][CH:9]1[C:12]([NH:14][C@H:15]([C:17]1[CH:26]=[CH:25][C:20]([C:21]([O:23][CH3:24])=[O:22])=[CH:19][CH:18]=1)[CH3:16])=[O:13], predict the reactants needed to synthesize it. The reactants are: C([N:8]1[CH2:11][CH2:10][CH:9]1[C:12]([NH:14][C@H:15]([C:17]1[CH:26]=[CH:25][C:20]([C:21]([O:23][CH3:24])=[O:22])=[CH:19][CH:18]=1)[CH3:16])=[O:13])C1C=CC=CC=1.CCO.C([O-])=O.[NH4+]. (2) Given the product [NH2:22][C:5]1[C:4]([O:25][C:26]2[CH:27]=[CH:28][CH:29]=[CH:30][CH:31]=2)=[N:3][C:2]([CH3:1])=[C:7]([CH3:8])[C:6]=1[NH:9][CH2:10][CH2:11][CH2:12][CH2:13][NH:14][C:15](=[O:21])[O:16][C:17]([CH3:20])([CH3:19])[CH3:18], predict the reactants needed to synthesize it. The reactants are: [CH3:1][C:2]1[C:7]([CH3:8])=[C:6]([NH:9][CH2:10][CH2:11][CH2:12][CH2:13][NH:14][C:15](=[O:21])[O:16][C:17]([CH3:20])([CH3:19])[CH3:18])[C:5]([N+:22]([O-])=O)=[C:4]([O:25][C:26]2[CH:31]=[CH:30][CH:29]=[CH:28][CH:27]=2)[N:3]=1.C1(C)C=CC=CC=1. (3) Given the product [Cl:1][C:2]1[CH:7]=[C:6]([F:8])[C:5]([F:9])=[CH:4][C:3]=1[S:10]([CH3:20])(=[O:12])=[O:11], predict the reactants needed to synthesize it. The reactants are: [Cl:1][C:2]1[CH:7]=[C:6]([F:8])[C:5]([F:9])=[CH:4][C:3]=1[S:10](Cl)(=[O:12])=[O:11].S([O-])([O-])=O.[Na+].[Na+].[C:20](=O)(O)[O-].[Na+].BrCC(O)=O. (4) Given the product [N:32]([C:2]1[C:3]2[CH2:4][CH2:5][N:6]([CH3:31])[C@@H:7]([C@@H:17]3[C:25]4[C:20](=[C:21]([O:28][CH3:29])[C:22]([O:26][CH3:27])=[CH:23][CH:24]=4)[C:19](=[O:30])[O:18]3)[C:8]=2[C:9]([O:15][CH3:16])=[C:10]2[O:14][CH2:13][O:12][C:11]=12)=[N+:33]=[N-:34], predict the reactants needed to synthesize it. The reactants are: Br[C:2]1[C:3]2[CH2:4][CH2:5][N:6]([CH3:31])[C@@H:7]([C@@H:17]3[C:25]4[C:20](=[C:21]([O:28][CH3:29])[C:22]([O:26][CH3:27])=[CH:23][CH:24]=4)[C:19](=[O:30])[O:18]3)[C:8]=2[C:9]([O:15][CH3:16])=[C:10]2[O:14][CH2:13][O:12][C:11]=12.[N-:32]=[N+:33]=[N-:34].[Na+].[I-].[Na+]. (5) Given the product [OH:4][CH2:1][C:2]#[C:3][C:6]1[CH:7]=[C:8]([CH:16]=[C:17]([C:3]#[C:2][CH2:1][OH:4])[CH:18]=1)[C:9]([O:11][C:12]([CH3:15])([CH3:14])[CH3:13])=[O:10], predict the reactants needed to synthesize it. The reactants are: [CH2:1]([OH:4])[C:2]#[CH:3].Br[C:6]1[CH:7]=[C:8]([CH:16]=[C:17](Br)[CH:18]=1)[C:9]([O:11][C:12]([CH3:15])([CH3:14])[CH3:13])=[O:10]. (6) Given the product [CH:1]1([CH2:7][CH2:8][CH2:9][C:10]2[CH:11]=[C:12]([CH:13]=[CH:14][CH:15]=2)[CH:16]=[O:17])[CH2:6][CH2:5][CH2:4][CH2:3][CH2:2]1, predict the reactants needed to synthesize it. The reactants are: [CH:1]1([CH2:7][CH2:8][CH2:9][C:10]2[CH:11]=[C:12]([CH2:16][OH:17])[CH:13]=[CH:14][CH:15]=2)[CH2:6][CH2:5][CH2:4][CH2:3][CH2:2]1. (7) Given the product [CH3:20][C:21]1[C:26]([O:1][CH2:2][CH2:3][O:4][C:5]2[CH:6]=[C:7]3[C:11](=[CH:12][CH:13]=2)[C@H:10]([CH2:14][C:15]([O:17][CH2:18][CH3:19])=[O:16])[CH2:9][CH2:8]3)=[CH:25][CH:24]=[C:23]([CH3:28])[N:22]=1, predict the reactants needed to synthesize it. The reactants are: [OH:1][CH2:2][CH2:3][O:4][C:5]1[CH:6]=[C:7]2[C:11](=[CH:12][CH:13]=1)[C@H:10]([CH2:14][C:15]([O:17][CH2:18][CH3:19])=[O:16])[CH2:9][CH2:8]2.[CH3:20][C:21]1[C:26](O)=[CH:25][CH:24]=[C:23]([CH3:28])[N:22]=1.C1C=CC(P(C2C=CC=CC=2)C2C=CC=CC=2)=CC=1.C1CCN(C(N=NC(N2CCCCC2)=O)=O)CC1. (8) Given the product [CH2:1]([O:3][C:4](=[O:42])[CH2:5][C:6]1[CH:11]=[CH:10][C:9]([O:12][CH3:13])=[C:8]([O:14][C:15]2[CH:20]=[CH:19][C:18]([NH2:21])=[CH:17][C:16]=2[CH2:35][N:36]2[CH2:40][CH2:39][O:38][C:37]2=[O:41])[CH:7]=1)[CH3:2], predict the reactants needed to synthesize it. The reactants are: [CH2:1]([O:3][C:4](=[O:42])[CH2:5][C:6]1[CH:11]=[CH:10][C:9]([O:12][CH3:13])=[C:8]([O:14][C:15]2[CH:20]=[CH:19][C:18]([N:21]=C(C3C=CC=CC=3)C3C=CC=CC=3)=[CH:17][C:16]=2[CH2:35][N:36]2[CH2:40][CH2:39][O:38][C:37]2=[O:41])[CH:7]=1)[CH3:2].Cl.NO.C([O-])(=O)C.[K+]. (9) Given the product [F:1][C:2]1[CH:3]=[C:4]([CH:24]=[CH:25][CH:26]=1)[CH2:5][N:6]1[C:14]2[C:9](=[C:10]([CH:15]3[CH2:20][CH2:19][N:18]([CH3:31])[CH2:17][CH2:16]3)[CH:11]=[CH:12][CH:13]=2)[CH:8]=[C:7]1[C:21]([NH2:23])=[O:22], predict the reactants needed to synthesize it. The reactants are: [F:1][C:2]1[CH:3]=[C:4]([CH:24]=[CH:25][CH:26]=1)[CH2:5][N:6]1[C:14]2[C:9](=[C:10]([CH:15]3[CH2:20][CH2:19][NH:18][CH2:17][CH2:16]3)[CH:11]=[CH:12][CH:13]=2)[CH:8]=[C:7]1[C:21]([NH2:23])=[O:22].C=O.[BH-](OC(C)=O)(OC(C)=O)O[C:31](C)=O.[Na+].C(=O)(O)[O-].[Na+]. (10) Given the product [N:2]1([C:1]([C:4]2[N:5]=[C:6]([N:9]3[CH2:12][CH:11]([S:13][C:14]4[C@H:15]([CH3:34])[C@@H:16]5[C@@H:29]([C@H:30]([OH:32])[CH3:31])[C:28](=[O:33])[N:17]5[C:18]=4[C:19]([O:21][CH2:64][C:65]4[CH:66]=[CH:67][C:68]([N+:71]([O-:73])=[O:72])=[CH:69][CH:70]=4)=[O:20])[CH2:10]3)[S:7][CH:8]=2)=[O:3])[CH2:36][CH2:35][CH2:83][CH2:81][CH2:82]1, predict the reactants needed to synthesize it. The reactants are: [C:1]([C:4]1[N:5]=[C:6]([N:9]2[CH2:12][CH:11]([S:13][C:14]3[C@H:15]([CH3:34])[C@@H:16]4[C@@H:29]([C@H:30]([OH:32])[CH3:31])[C:28](=[O:33])[N:17]4[C:18]=3[C:19]([O:21]C3C=CC=CC=3)=[O:20])[CH2:10]2)[S:7][CH:8]=1)(=[O:3])[NH2:2].[C:35](O)(=O)[CH3:36].NN.C1(P(OC2[C@H](C)[C@H]3[C@@H]([C@H](O)C)C(=O)N3C=2C(O[CH2:64][C:65]2[CH:70]=[CH:69][C:68]([N+:71]([O-:73])=[O:72])=[CH:67][CH:66]=2)=O)(C2C=CC=CC=2)=O)C=CC=CC=1.[CH:81](N(C(C)C)CC)([CH3:83])[CH3:82].C(=O)([O-])O.[Na+].